The task is: Predict the product of the given reaction.. This data is from Forward reaction prediction with 1.9M reactions from USPTO patents (1976-2016). (1) The product is: [F:25][C:2]([F:1])([CH2:17][CH2:18][C:19]1[CH:24]=[CH:23][CH:22]=[CH:21][CH:20]=1)[CH2:3][N:4]1[CH2:8][CH2:7][CH:6]([S:9]([C:10]2[CH:15]=[CH:14][C:13]([OH:16])=[CH:12][CH:11]=2)=[O:26])[CH2:5]1. Given the reactants [F:1][C:2]([F:25])([CH2:17][CH2:18][C:19]1[CH:24]=[CH:23][CH:22]=[CH:21][CH:20]=1)[CH2:3][N:4]1[CH2:8][CH2:7][C@H:6]([S:9][C:10]2[CH:15]=[CH:14][C:13]([OH:16])=[CH:12][CH:11]=2)[CH2:5]1.[OH:26]OS([O-])=O.[K+], predict the reaction product. (2) The product is: [CH:1]([C:3]1[CH:4]=[C:5]([C:9]2[CH:14]=[CH:13][C:12]([C:15]#[N:16])=[CH:11][C:10]=2[CH3:18])[CH:6]=[CH:7][CH:8]=1)=[O:2]. Given the reactants [CH:1]([C:3]1[CH:4]=[C:5]([C:9]2[CH:14]=[CH:13][C:12]([C:15]#[N:16])=[CH:11][CH:10]=2)[CH:6]=[CH:7][CH:8]=1)=[O:2].Br[C:18]1C=CC(C#N)=CC=1C, predict the reaction product.